From a dataset of Forward reaction prediction with 1.9M reactions from USPTO patents (1976-2016). Predict the product of the given reaction. (1) Given the reactants [CH2:1]([N:8]1[C:16]2[C:11](=[CH:12][C:13]([NH:17][C:18]3[C:27]4[C:22](=[CH:23][CH:24]=[C:25](Br)[CH:26]=4)[N:21]=[CH:20][N:19]=3)=[CH:14][CH:15]=2)[CH:10]=[N:9]1)[C:2]1[CH:7]=[CH:6][CH:5]=[CH:4][CH:3]=1.C([Sn](CCCC)(CCCC)[C:34]1[O:35][C:36]([CH:39]2[O:43][CH2:42][CH2:41][O:40]2)=[CH:37][CH:38]=1)CCC, predict the reaction product. The product is: [CH2:1]([N:8]1[C:16]2[C:11](=[CH:12][C:13]([NH:17][C:18]3[C:27]4[C:22](=[CH:23][CH:24]=[C:25]([C:34]5[O:35][C:36]([CH:39]6[O:43][CH2:42][CH2:41][O:40]6)=[CH:37][CH:38]=5)[CH:26]=4)[N:21]=[CH:20][N:19]=3)=[CH:14][CH:15]=2)[CH:10]=[N:9]1)[C:2]1[CH:7]=[CH:6][CH:5]=[CH:4][CH:3]=1. (2) Given the reactants Br[C:2]1[CH:11]=[CH:10][C:9]2[C:4](=[CH:5][CH:6]=[C:7]([Br:12])[CH:8]=2)[CH:3]=1.[C:13]1([C:22]2[CH:27]=[CH:26][CH:25]=[CH:24][CH:23]=2)[C:14](B(O)O)=[CH:15][CH:16]=[CH:17][CH:18]=1.C(=O)([O-])[O-].[Na+].[Na+], predict the reaction product. The product is: [C:13]1([C:22]2[CH:23]=[CH:24][CH:25]=[CH:26][CH:27]=2)[CH:14]=[CH:15][CH:16]=[CH:17][C:18]=1[C:2]1[CH:11]=[CH:10][C:9]2[C:4](=[CH:5][CH:6]=[C:7]([Br:12])[CH:8]=2)[CH:3]=1. (3) Given the reactants [O:1]1[CH2:6][CH:5]=[C:4]([C:7]2[C:8]([O:13][C:14]3[CH:19]=[CH:18][C:17]([NH:20][C:21]4[C:26]([CH3:27])=[CH:25][CH:24]=[CH:23][N:22]=4)=[CH:16][CH:15]=3)=[N:9][CH:10]=[CH:11][CH:12]=2)[CH2:3][CH2:2]1, predict the reaction product. The product is: [CH3:27][C:26]1[C:21]([NH:20][C:17]2[CH:18]=[CH:19][C:14]([O:13][C:8]3[C:7]([CH:4]4[CH2:5][CH2:6][O:1][CH2:2][CH2:3]4)=[CH:12][CH:11]=[CH:10][N:9]=3)=[CH:15][CH:16]=2)=[N:22][CH:23]=[CH:24][CH:25]=1.